Dataset: Forward reaction prediction with 1.9M reactions from USPTO patents (1976-2016). Task: Predict the product of the given reaction. (1) Given the reactants [O:1]=[C:2]([CH3:9])[CH2:3][C:4]([O:6][CH2:7][CH3:8])=[O:5].C(=O)([O-])[O-].[K+].[K+].Br[CH2:17][CH2:18]Br, predict the reaction product. The product is: [C:2]([C:3]1([C:4]([O:6][CH2:7][CH3:8])=[O:5])[CH2:18][CH2:17]1)(=[O:1])[CH3:9]. (2) Given the reactants [NH2:1][C:2]1[CH:7]=[C:6]([O:8][CH3:9])[C:5]([O:10][CH3:11])=[C:4]([O:12][CH3:13])[C:3]=1[NH2:14].C(N([CH2:20][CH3:21])CC)C.[CH2:22]([O:29][CH2:30][C:31](Cl)=[O:32])[C:23]1[CH:28]=[CH:27][CH:26]=[CH:25][CH:24]=1, predict the reaction product. The product is: [CH2:22]([O:29][CH2:30][C:31]([NH:1][C:2]1[CH:7]=[C:6]([O:8][CH3:9])[C:5]([O:10][CH3:11])=[C:4]([O:12][CH3:13])[C:3]=1[NH:14][C:5](=[O:10])[CH2:6][O:8][CH2:9][C:21]1[CH:20]=[CH:4][CH:3]=[CH:2][CH:7]=1)=[O:32])[C:23]1[CH:28]=[CH:27][CH:26]=[CH:25][CH:24]=1. (3) Given the reactants [C:1]([NH:5][C:6]([C:8]1[C:16]2[C:11](=[N:12][CH:13]=[C:14]([C:17]3[C:25]4[C:20](=[CH:21][CH:22]=[C:23]([O:26][CH:27]([F:29])[F:28])[CH:24]=4)[N:19]([CH2:30][CH:31]4[CH2:34][N:33](C(OC(C)(C)C)=O)[CH2:32]4)[N:18]=3)[N:15]=2)[N:10](COCC[Si](C)(C)C)[CH:9]=1)=[O:7])([CH3:4])([CH3:3])[CH3:2].FC(F)(F)C(O)=O, predict the reaction product. The product is: [C:1]([NH:5][C:6]([C:8]1[C:16]2[C:11](=[N:12][CH:13]=[C:14]([C:17]3[C:25]4[C:20](=[CH:21][CH:22]=[C:23]([O:26][CH:27]([F:28])[F:29])[CH:24]=4)[N:19]([CH2:30][CH:31]4[CH2:32][NH:33][CH2:34]4)[N:18]=3)[N:15]=2)[NH:10][CH:9]=1)=[O:7])([CH3:4])([CH3:2])[CH3:3]. (4) The product is: [F:15][C:14]([F:17])([F:16])[C:1]([C:4]1[CH:13]=[CH:12][C:7]([C:8]([O:10][CH3:11])=[O:9])=[CH:6][CH:5]=1)([OH:3])[CH3:2]. Given the reactants [C:1]([C:4]1[CH:13]=[CH:12][C:7]([C:8]([O:10][CH3:11])=[O:9])=[CH:6][CH:5]=1)(=[O:3])[CH3:2].[C:14]([Si](C)(C)C)([F:17])([F:16])[F:15].CCCC[N+](CCCC)(CCCC)CCCC.[F-], predict the reaction product. (5) Given the reactants C([O-])(=O)C.[Li+].[CH3:6][O:7][C:8]1[CH:18]=[CH:17][C:11]([CH:12]=[CH:13]C(O)=O)=[CH:10][CH:9]=1.[I:19]N1C(=O)CCC1=O.C(=O)(O)[O-].[Na+], predict the reaction product. The product is: [I:19][CH:13]=[CH:12][C:11]1[CH:17]=[CH:18][C:8]([O:7][CH3:6])=[CH:9][CH:10]=1. (6) Given the reactants Cl[C:2](Cl)([O:4]C(=O)OC(Cl)(Cl)Cl)Cl.[NH2:13][C:14]1[C:25]([Br:26])=[CH:24][CH:23]=[CH:22][C:15]=1[C:16]([NH:18][CH:19]1[CH2:21][CH2:20]1)=[O:17], predict the reaction product. The product is: [Br:26][C:25]1[CH:24]=[CH:23][CH:22]=[C:15]2[C:14]=1[NH:13][C:2](=[O:4])[N:18]([CH:19]1[CH2:20][CH2:21]1)[C:16]2=[O:17]. (7) Given the reactants [CH:1]1([CH:7]([NH:20][C:21]2[CH:26]=[CH:25][C:24]([C:27]([NH:29][CH2:30][CH2:31][C:32]([O:34]CC)=[O:33])=[O:28])=[CH:23][CH:22]=2)[C:8]2[N:12]([CH3:13])[C:11]3[CH:14]=[C:15]([O:18][CH3:19])[CH:16]=[CH:17][C:10]=3[N:9]=2)[CH2:6][CH2:5][CH2:4][CH2:3][CH2:2]1.O1CCCC1.[OH-].[Na+], predict the reaction product. The product is: [CH:1]1([CH:7]([NH:20][C:21]2[CH:22]=[CH:23][C:24]([C:27]([NH:29][CH2:30][CH2:31][C:32]([OH:34])=[O:33])=[O:28])=[CH:25][CH:26]=2)[C:8]2[N:12]([CH3:13])[C:11]3[CH:14]=[C:15]([O:18][CH3:19])[CH:16]=[CH:17][C:10]=3[N:9]=2)[CH2:6][CH2:5][CH2:4][CH2:3][CH2:2]1.